Dataset: Forward reaction prediction with 1.9M reactions from USPTO patents (1976-2016). Task: Predict the product of the given reaction. Given the reactants [O:1]=[C:2]1[NH:11][C:10]2[N:9]=[C:8]([CH2:12][N:13]([CH:21]3[CH2:26][CH2:25][N:24]([C:27](=[O:32])[C:28]([F:31])([F:30])[F:29])[CH2:23][CH2:22]3)[C:14](=[O:20])[O:15][C:16]([CH3:19])([CH3:18])[CH3:17])[CH:7]=[CH:6][C:5]=2[CH:4]=[CH:3]1, predict the reaction product. The product is: [O:1]=[C:2]1[NH:11][C:10]2[N:9]=[C:8]([CH2:12][N:13]([CH:21]3[CH2:26][CH2:25][N:24]([C:27](=[O:32])[C:28]([F:30])([F:31])[F:29])[CH2:23][CH2:22]3)[C:14](=[O:20])[O:15][C:16]([CH3:19])([CH3:18])[CH3:17])[CH:7]=[CH:6][C:5]=2[CH2:4][CH2:3]1.